From a dataset of Catalyst prediction with 721,799 reactions and 888 catalyst types from USPTO. Predict which catalyst facilitates the given reaction. (1) Reactant: [CH3:1][N:2]1[CH:6]=[C:5]([C:7]2[CH:8]=[CH:9][C:10]3[N:11]([C:13]([SH:16])=[N:14][N:15]=3)[CH:12]=2)[CH:4]=[N:3]1.Br[C:18]1[CH:19]=[C:20]2[C:25](=[CH:26][CH:27]=1)[N:24]=[CH:23][C:22]([C:28]([N:30]1[CH2:35][CH2:34][O:33][CH2:32][CH2:31]1)=[O:29])=[C:21]2[Cl:36].C1(P(C2C=CC=CC=2)C2C3OC4C(=CC=CC=4P(C4C=CC=CC=4)C4C=CC=CC=4)C(C)(C)C=3C=CC=2)C=CC=CC=1.C(N(CC)C(C)C)(C)C. Product: [Cl:36][C:21]1[C:20]2[C:25](=[CH:26][CH:27]=[C:18]([S:16][C:13]3[N:11]4[CH:12]=[C:7]([C:5]5[CH:4]=[N:3][N:2]([CH3:1])[CH:6]=5)[CH:8]=[CH:9][C:10]4=[N:15][N:14]=3)[CH:19]=2)[N:24]=[CH:23][C:22]=1[C:28]([N:30]1[CH2:35][CH2:34][O:33][CH2:32][CH2:31]1)=[O:29]. The catalyst class is: 62. (2) Reactant: [CH3:1][N:2]1[C:6]2=[N:7][CH:8]=[CH:9][C:10]([C:11]3[CH:16]=[CH:15][C:14]([C:17]([N:19]4[CH2:25][CH:24]5[O:26][CH:21]([CH2:22][CH2:23]5)[CH2:20]4)=[O:18])=[CH:13][CH:12]=3)=[C:5]2[C:4]([CH:27]=O)=[CH:3]1.[OH:29][C:30]1[C:35]2[C:36](=[O:39])[CH2:37][O:38][C:34]=2[CH:33]=[CH:32][CH:31]=1.Cl. Product: [OH:29][C:30]1[C:35]2[C:36](=[O:39])/[C:37](=[CH:27]/[C:4]3[C:5]4[C:6](=[N:7][CH:8]=[CH:9][C:10]=4[C:11]4[CH:16]=[CH:15][C:14]([C:17]([N:19]5[CH2:20][CH:21]6[O:26][CH:24]([CH2:23][CH2:22]6)[CH2:25]5)=[O:18])=[CH:13][CH:12]=4)[N:2]([CH3:1])[CH:3]=3)/[O:38][C:34]=2[CH:33]=[CH:32][CH:31]=1. The catalyst class is: 8.